This data is from Catalyst prediction with 721,799 reactions and 888 catalyst types from USPTO. The task is: Predict which catalyst facilitates the given reaction. (1) Reactant: C([O:3][C:4]([CH:6]1[CH:10]([C:11]2[CH:15]=[CH:14][S:13][CH:12]=2)[CH2:9][N:8]([CH:16]([C:18]2[CH:23]=[CH:22][CH:21]=[CH:20][CH:19]=2)[CH3:17])[CH2:7]1)=[O:5])C.C1NCC2C1CC1C(C#N)=CSC=12. Product: [C:18]1([CH:16]([N:8]2[CH2:9][CH:10]([C:11]3[CH:15]=[CH:14][S:13][CH:12]=3)[CH:6]([C:4]([OH:5])=[O:3])[CH2:7]2)[CH3:17])[CH:23]=[CH:22][CH:21]=[CH:20][CH:19]=1. The catalyst class is: 33. (2) Reactant: [CH:1]1([C:5]2[N:6]=[C:7]([NH:10][C:11]([C:13]3[CH:39]=[CH:38][N:16]4[C:17](=[O:37])[C:18](/[CH:28]=[CH:29]/[C:30]([O:32][C:33]([CH3:36])([CH3:35])[CH3:34])=[O:31])=[C:19]([N:21]5[CH2:26][CH2:25][CH2:24][CH:23]([OH:27])[CH2:22]5)[N:20]=[C:15]4[CH:14]=3)=[O:12])[S:8][CH:9]=2)[CH2:4][CH2:3][CH2:2]1.ClC(Cl)(Cl)[C:42]([N:44]=C=O)=[O:43]. Product: [NH2:44][C:42]([O:27][CH:23]1[CH2:24][CH2:25][CH2:26][N:21]([C:19]2[N:20]=[C:15]3[CH:14]=[C:13]([C:11]([NH:10][C:7]4[S:8][CH:9]=[C:5]([CH:1]5[CH2:4][CH2:3][CH2:2]5)[N:6]=4)=[O:12])[CH:39]=[CH:38][N:16]3[C:17](=[O:37])[C:18]=2/[CH:28]=[CH:29]/[C:30]([O:32][C:33]([CH3:34])([CH3:35])[CH3:36])=[O:31])[CH2:22]1)=[O:43]. The catalyst class is: 13. (3) Reactant: [H-].[Na+].[C:3]([C:5]1[CH:6]=[C:7]2[C:15](=[CH:16][CH:17]=1)[NH:14][C:13]1[CH2:12][CH2:11][CH:10]([NH:18][C:19](=[O:23])[CH:20]([CH3:22])[CH3:21])[CH2:9][C:8]2=1)#[N:4].Cl.Cl[CH2:26][C:27]1[CH:32]=[CH:31][C:30]([F:33])=[CH:29][N:28]=1. Product: [C:3]([C:5]1[CH:6]=[C:7]2[C:15](=[CH:16][CH:17]=1)[N:14]([CH2:26][C:27]1[CH:32]=[CH:31][C:30]([F:33])=[CH:29][N:28]=1)[C:13]1[CH2:12][CH2:11][CH:10]([NH:18][C:19](=[O:23])[CH:20]([CH3:21])[CH3:22])[CH2:9][C:8]2=1)#[N:4]. The catalyst class is: 3. (4) Reactant: [CH2:1]([C:8]1[O:12][N:11]=[C:10]([NH:13][C:14]([C:16]2[CH:21]=[CH:20][C:19]([C@H:22]3[CH2:27][CH2:26][C@H:25]([CH2:28][C:29]([O:31]C(C)(C)C)=[O:30])[CH2:24][CH2:23]3)=[CH:18][CH:17]=2)=[O:15])[N:9]=1)[C:2]1[CH:7]=[CH:6][CH:5]=[CH:4][CH:3]=1.FC(F)(F)C(O)=O. Product: [CH2:1]([C:8]1[O:12][N:11]=[C:10]([NH:13][C:14]([C:16]2[CH:17]=[CH:18][C:19]([C@H:22]3[CH2:27][CH2:26][C@H:25]([CH2:28][C:29]([OH:31])=[O:30])[CH2:24][CH2:23]3)=[CH:20][CH:21]=2)=[O:15])[N:9]=1)[C:2]1[CH:7]=[CH:6][CH:5]=[CH:4][CH:3]=1. The catalyst class is: 4. (5) Reactant: C(N(C(C)C)CC)(C)C.CN(C(O[N:18]1[N:26]=NC2C=CC=NC1=2)=[N+](C)C)C.F[P-](F)(F)(F)(F)F.C1C=NC2N(O)N=NC=2C=1.[Cl:44][C:45]1[CH:46]=[C:47]([CH:51]=[C:52]([N:54]2[CH2:59][CH2:58][CH:57]([NH:60][C:61]([C:63]3[NH:64][C:65]([CH3:70])=[C:66]([Cl:69])[C:67]=3[Cl:68])=[O:62])[CH2:56][CH2:55]2)[N:53]=1)[C:48]([OH:50])=O.NN. Product: [Cl:68][C:67]1[C:66]([Cl:69])=[C:65]([CH3:70])[NH:64][C:63]=1[C:61]([NH:60][CH:57]1[CH2:56][CH2:55][N:54]([C:52]2[CH:51]=[C:47]([C:48]([NH:18][NH2:26])=[O:50])[CH:46]=[C:45]([Cl:44])[N:53]=2)[CH2:59][CH2:58]1)=[O:62]. The catalyst class is: 3. (6) Reactant: C[O:2][C:3]1[CH2:12][C:11]2[C:10]([N:13]3[CH2:18][CH2:17][N:16]([CH2:19][CH2:20][CH2:21][CH2:22][O:23][C:24]4[N:33]=[C:32]5[C:27]([CH2:28][CH2:29][C:30](=[O:34])[NH:31]5)=[CH:26][CH:25]=4)[CH2:15][CH2:14]3)=[CH:9][CH:8]=[CH:7][C:6]=2[CH2:5][CH:4]=1. Product: [O:2]=[C:3]1[CH2:12][C:11]2[C:10]([N:13]3[CH2:14][CH2:15][N:16]([CH2:19][CH2:20][CH2:21][CH2:22][O:23][C:24]4[N:33]=[C:32]5[C:27]([CH2:28][CH2:29][C:30](=[O:34])[NH:31]5)=[CH:26][CH:25]=4)[CH2:17][CH2:18]3)=[CH:9][CH:8]=[CH:7][C:6]=2[CH2:5][CH2:4]1. The catalyst class is: 361.